From a dataset of Reaction yield outcomes from USPTO patents with 853,638 reactions. Predict the reaction yield, written as a fraction of the theoretical maximum amount of product (1.0 means a 100% yield; for example, 0.34 means a 34% yield). (1) The reactants are [CH2:1]([O:3][C:4]([CH:6]1[CH2:11][CH2:10][N:9]([C:12]([O:14][C:15]([CH3:18])([CH3:17])[CH3:16])=[O:13])[CH2:8][CH2:7]1)=[O:5])[CH3:2].[CH:19]([N-:22]C(C)C)(C)[CH3:20].[Li+].BrCC#N. The catalyst is O1CCCC1. The yield is 0.530. The product is [CH2:1]([O:3][C:4]([C:6]1([CH2:20][C:19]#[N:22])[CH2:11][CH2:10][N:9]([C:12]([O:14][C:15]([CH3:17])([CH3:16])[CH3:18])=[O:13])[CH2:8][CH2:7]1)=[O:5])[CH3:2]. (2) The reactants are C(OC([N:7]1[CH2:12][CH:11]=[C:10]([C:13]2[N:14]=[C:15]([S:18][C:19]3[C@H:25]([CH3:26])[C@H:24]4[N:21]([C:22](=[O:30])[C@@H:23]4[C@H:27]([OH:29])[CH3:28])[C:20]=3[C:31]([O:33]CC=C)=[O:32])[S:16][CH:17]=2)[CH2:9][C@@H:8]1[CH2:37][OH:38])=O)C=C.C(O)(=O)C.C([SnH](CCCC)CCCC)CCC.P([O-])([O-])([O-])=O. The catalyst is ClCCl. The product is [OH:29][C@@H:27]([C@H:23]1[C:22](=[O:30])[N:21]2[C@@H:24]1[C@@H:25]([CH3:26])[C:19]([S:18][C:15]1[S:16][CH:17]=[C:13]([C:10]3[CH2:9][C@H:8]([CH2:37][OH:38])[NH:7][CH2:12][CH:11]=3)[N:14]=1)=[C:20]2[C:31]([OH:33])=[O:32])[CH3:28]. The yield is 0.540. (3) The reactants are [F:1][C:2]1[CH:7]=CC=[CH:4][C:3]=1O.[H-].[Na+].[CH2:11]([O:13][C:14](=[O:22])[C:15]1[CH:20]=[CH:19][CH:18]=[N:17][C:16]=1Cl)[CH3:12].[CH3:23][C:24](N(C)C)=[O:25]. No catalyst specified. The product is [CH2:11]([O:13][C:14](=[O:22])[C:15]1[CH:20]=[CH:19][CH:18]=[N:17][C:16]=1[O:25][C:24]1[CH:4]=[CH:3][C:2]([F:1])=[CH:7][CH:23]=1)[CH3:12]. The yield is 0.440. (4) The reactants are [CH3:1][C:2]1([CH3:14])[C:6]([CH3:8])([CH3:7])[O:5][B:4]([C:9]2[CH:10]=[N:11][NH:12][CH:13]=2)[O:3]1.[C:15]([CH:17]=[C:18]1[CH2:21][N:20]([C:22]2[CH:33]=[CH:32][C:25]([C:26]([NH:28][CH:29]([CH3:31])[CH3:30])=[O:27])=[CH:24][CH:23]=2)[CH2:19]1)#[N:16].N12CCCN=C1CCCCC2.C(OC)(C)(C)C. The catalyst is C(O)(C)C. The product is [C:15]([CH2:17][C:18]1([N:12]2[CH:13]=[C:9]([B:4]3[O:5][C:6]([CH3:7])([CH3:8])[C:2]([CH3:14])([CH3:1])[O:3]3)[CH:10]=[N:11]2)[CH2:21][N:20]([C:22]2[CH:33]=[CH:32][C:25]([C:26]([NH:28][CH:29]([CH3:30])[CH3:31])=[O:27])=[CH:24][CH:23]=2)[CH2:19]1)#[N:16]. The yield is 0.898. (5) The reactants are [N:1]1[CH:6]=[CH:5][CH:4]=[C:3]([N:7]2[CH2:13][C@@H:12]3[C@@H:9]([CH2:10][N:11]3C(OC(C)(C)C)=O)[CH2:8]2)[CH:2]=1.O.[CH3:22][C:23]1[CH:28]=[CH:27][C:26]([S:29]([OH:32])(=[O:31])=[O:30])=[CH:25][CH:24]=1. The catalyst is C(O)C. The product is [CH3:22][C:23]1[CH:24]=[CH:25][C:26]([S:29]([OH:32])(=[O:31])=[O:30])=[CH:27][CH:28]=1.[CH3:22][C:23]1[CH:24]=[CH:25][C:26]([S:29]([OH:32])(=[O:31])=[O:30])=[CH:27][CH:28]=1.[N:1]1[CH:6]=[CH:5][CH:4]=[C:3]([N:7]2[CH2:13][C@@H:12]3[C@@H:9]([CH2:10][NH:11]3)[CH2:8]2)[CH:2]=1. The yield is 0.860. (6) The product is [C:4]([Si:1]([CH3:3])([CH3:2])[O:16][CH2:15][CH2:14][C:10]1[S:9][CH:13]=[CH:12][CH:11]=1)([CH3:7])([CH3:6])[CH3:5]. The catalyst is CN(C)C=O. The reactants are [Si:1](Cl)([C:4]([CH3:7])([CH3:6])[CH3:5])([CH3:3])[CH3:2].[S:9]1[CH:13]=[CH:12][CH:11]=[C:10]1[CH2:14][CH2:15][OH:16].N1C=CN=C1. The yield is 0.960.